This data is from Full USPTO retrosynthesis dataset with 1.9M reactions from patents (1976-2016). The task is: Predict the reactants needed to synthesize the given product. (1) Given the product [CH:1]([N:4]1[C:8]([C:9]2[N:10]=[C:11]3[C:17]4[CH:18]=[CH:19][C:20]([CH2:22][C:23]([NH2:30])=[O:24])=[CH:21][C:16]=4[O:15][CH2:14][CH2:13][N:12]3[CH:26]=2)=[N:7][CH:6]=[N:5]1)([CH3:2])[CH3:3], predict the reactants needed to synthesize it. The reactants are: [CH:1]([N:4]1[C:8]([C:9]2[N:10]=[C:11]3[C:17]4[CH:18]=[CH:19][C:20]([CH2:22][C:23](O)=[O:24])=[CH:21][C:16]=4[O:15][CH2:14][CH2:13][N:12]3[CH:26]=2)=[N:7][CH:6]=[N:5]1)([CH3:3])[CH3:2].[Cl-].[NH4+].C[N:30](C(ON1N=NC2C=CC=NC1=2)=[N+](C)C)C.F[P-](F)(F)(F)(F)F. (2) The reactants are: [N:1]1([C:6]2[CH:25]=[CH:24][C:9]([O:10][CH2:11][CH2:12][C@@H:13]3[CH2:15][C@@H:14]3[CH:16]3[CH2:21][CH2:20][N:19]([C:22]#[N:23])[CH2:18][CH2:17]3)=[CH:8][CH:7]=2)[CH:5]=[N:4][N:3]=[N:2]1.[OH:26][NH:27][C:28](=N)[CH:29]([CH3:31])[CH3:30]. Given the product [N:1]1([C:6]2[CH:7]=[CH:8][C:9]([O:10][CH2:11][CH2:12][C@@H:13]3[CH2:15][C@@H:14]3[CH:16]3[CH2:17][CH2:18][N:19]([C:22]4[O:26][N:27]=[C:28]([CH:29]([CH3:31])[CH3:30])[N:23]=4)[CH2:20][CH2:21]3)=[CH:24][CH:25]=2)[CH:5]=[N:4][N:3]=[N:2]1, predict the reactants needed to synthesize it. (3) Given the product [OH:20][CH2:19][C:18]([CH3:22])([CH3:21])[CH2:17][NH:16][C:8]([C:5]1[CH:4]=[C:3]([O:11][CH2:12][CH:13]2[CH2:15][CH2:14]2)[C:2]([Cl:1])=[CH:7][N:6]=1)=[O:10], predict the reactants needed to synthesize it. The reactants are: [Cl:1][C:2]1[C:3]([O:11][CH2:12][CH:13]2[CH2:15][CH2:14]2)=[CH:4][C:5]([C:8]([OH:10])=O)=[N:6][CH:7]=1.[NH2:16][CH2:17][C:18]([CH3:22])([CH3:21])[CH2:19][OH:20]. (4) Given the product [CH3:35][N:32]1[CH2:33][CH2:34][N:29]([NH:28][C:13]([C:10]2[S:11][CH:12]=[C:8]([C:5]3[CH:4]=[CH:3][C:2]([Cl:1])=[CH:7][CH:6]=3)[N:9]=2)=[O:15])[CH2:30][CH2:31]1, predict the reactants needed to synthesize it. The reactants are: [Cl:1][C:2]1[CH:7]=[CH:6][C:5]([C:8]2[N:9]=[C:10]([C:13]([OH:15])=O)[S:11][CH:12]=2)=[CH:4][CH:3]=1.C1N=CN(C(N2C=NC=C2)=O)C=1.[NH2:28][N:29]1[CH2:34][CH2:33][N:32]([CH3:35])[CH2:31][CH2:30]1.CO.C(Cl)(Cl)Cl.[OH-].[NH4+]. (5) Given the product [F:16][C:13]1[CH:14]=[CH:15][C:10]([C@@H:8]([NH2:7])[CH3:9])=[N:11][CH:12]=1, predict the reactants needed to synthesize it. The reactants are: C(OC(=O)[NH:7][C@H:8]([C:10]1[CH:15]=[CH:14][C:13]([F:16])=[CH:12][N:11]=1)[CH3:9])(C)(C)C.Cl.O1CCOCC1. (6) Given the product [CH:9]([C:4]1[N:3]=[C:2]([NH2:1])[CH:7]=[CH:6][CH:5]=1)([CH3:11])[CH3:10], predict the reactants needed to synthesize it. The reactants are: [NH2:1][C:2]1[CH:7]=[CH:6][CH:5]=[C:4](Br)[N:3]=1.[CH:9]([Zn]C(C)C)([CH3:11])[CH3:10].CC(O)C. (7) Given the product [I:21][C:9]1[CH:8]=[CH:7][C:6]2[C:5]3[C:13](=[CH:1][CH:2]=[CH:3][CH:4]=3)[CH2:12][C:11]=2[CH:10]=1, predict the reactants needed to synthesize it. The reactants are: [CH:1]1[C:13]2[CH2:12][C:11]3[C:6](=[CH:7][CH:8]=[CH:9][CH:10]=3)[C:5]=2[CH:4]=[CH:3][CH:2]=1.S(=O)(=O)(O)O.II.[I:21](O)(=O)=O.